Dataset: TCR-epitope binding with 47,182 pairs between 192 epitopes and 23,139 TCRs. Task: Binary Classification. Given a T-cell receptor sequence (or CDR3 region) and an epitope sequence, predict whether binding occurs between them. (1) The epitope is RLFRKSNLK. The TCR CDR3 sequence is CSVWDGYNEQFF. Result: 0 (the TCR does not bind to the epitope). (2) The epitope is SSNVANYQK. The TCR CDR3 sequence is CSTKGQSNTGELFF. Result: 0 (the TCR does not bind to the epitope).